From a dataset of Forward reaction prediction with 1.9M reactions from USPTO patents (1976-2016). Predict the product of the given reaction. (1) Given the reactants [CH3:1][S:2]([C:5]1[CH:10]=[CH:9][C:8]([C:11]2[CH:12]=[CH:13][C:14]([O:17][CH2:18][CH:19]3[CH2:24][CH2:23][N:22](C(OC(C)(C)C)=O)[CH2:21][CH2:20]3)=[N:15][CH:16]=2)=[CH:7][CH:6]=1)(=[O:4])=[O:3].[ClH:32], predict the reaction product. The product is: [ClH:32].[ClH:32].[CH3:1][S:2]([C:5]1[CH:10]=[CH:9][C:8]([C:11]2[CH:12]=[CH:13][C:14]([O:17][CH2:18][CH:19]3[CH2:24][CH2:23][NH:22][CH2:21][CH2:20]3)=[N:15][CH:16]=2)=[CH:7][CH:6]=1)(=[O:3])=[O:4]. (2) Given the reactants [N:1]1([C:6]2[CH:23]=[CH:22][C:9]([O:10][CH2:11][CH2:12][C@@H:13]3[CH2:15][C@@H:14]3[CH:16]3[CH2:21][CH2:20][NH:19][CH2:18][CH2:17]3)=[CH:8][CH:7]=2)[CH:5]=[N:4][N:3]=[N:2]1.C(N(CC)CC)C.Cl[C:32]([O:34][CH2:35][CH:36]([CH3:38])[CH3:37])=[O:33], predict the reaction product. The product is: [N:1]1([C:6]2[CH:7]=[CH:8][C:9]([O:10][CH2:11][CH2:12][C@@H:13]3[CH2:15][C@@H:14]3[CH:16]3[CH2:21][CH2:20][N:19]([C:32]([O:34][CH2:35][CH:36]([CH3:38])[CH3:37])=[O:33])[CH2:18][CH2:17]3)=[CH:22][CH:23]=2)[CH:5]=[N:4][N:3]=[N:2]1. (3) Given the reactants [CH2:1]([N:8]([CH2:19][C:20]1[CH:25]=[CH:24][CH:23]=[CH:22][CH:21]=1)[C@@H:9]([CH2:12][C:13]1[CH:18]=[CH:17][CH:16]=[CH:15][CH:14]=1)[CH2:10][OH:11])[C:2]1[CH:7]=[CH:6][CH:5]=[CH:4][CH:3]=1.CCN(CC)CC, predict the reaction product. The product is: [CH2:19]([N:8]([CH2:1][C:2]1[CH:3]=[CH:4][CH:5]=[CH:6][CH:7]=1)[C@@H:9]([CH2:12][C:13]1[CH:14]=[CH:15][CH:16]=[CH:17][CH:18]=1)[CH:10]=[O:11])[C:20]1[CH:21]=[CH:22][CH:23]=[CH:24][CH:25]=1. (4) Given the reactants [C:1]([OH:9])(=O)[C:2]1[CH:7]=[CH:6][N:5]=[CH:4][CH:3]=1.C(N1C=CN=C1)(N1C=CN=C1)=O.[NH2:22][C:23]1[C:24]([OH:30])=[N:25][C:26]([Cl:29])=[N:27][CH:28]=1, predict the reaction product. The product is: [Cl:29][C:26]1[N:25]=[C:24]([OH:30])[C:23]([NH:22][C:1](=[O:9])[C:2]2[CH:3]=[CH:4][N:5]=[CH:6][CH:7]=2)=[CH:28][N:27]=1. (5) Given the reactants [CH2:1]([O:8][C:9]1[C:10](=[O:16])[NH:11][CH:12]=[C:13]([Br:15])[CH:14]=1)[C:2]1[CH:7]=[CH:6][CH:5]=[CH:4][CH:3]=1.C([O-])([O-])=O.[Cs+].[Cs+].I[CH:24]([CH3:26])[CH3:25], predict the reaction product. The product is: [CH2:1]([O:8][C:9]1[C:10](=[O:16])[N:11]([CH:24]([CH3:26])[CH3:25])[CH:12]=[C:13]([Br:15])[CH:14]=1)[C:2]1[CH:7]=[CH:6][CH:5]=[CH:4][CH:3]=1.